Dataset: NCI-60 drug combinations with 297,098 pairs across 59 cell lines. Task: Regression. Given two drug SMILES strings and cell line genomic features, predict the synergy score measuring deviation from expected non-interaction effect. (1) Drug 1: CC(C1=C(C=CC(=C1Cl)F)Cl)OC2=C(N=CC(=C2)C3=CN(N=C3)C4CCNCC4)N. Drug 2: C1=NNC2=C1C(=O)NC=N2. Cell line: MDA-MB-231. Synergy scores: CSS=3.65, Synergy_ZIP=-0.748, Synergy_Bliss=1.27, Synergy_Loewe=-12.7, Synergy_HSA=-2.34. (2) Drug 1: C1CC(=O)NC(=O)C1N2CC3=C(C2=O)C=CC=C3N. Drug 2: CC12CCC3C(C1CCC2OP(=O)(O)O)CCC4=C3C=CC(=C4)OC(=O)N(CCCl)CCCl.[Na+]. Cell line: NCI-H226. Synergy scores: CSS=5.24, Synergy_ZIP=0.131, Synergy_Bliss=0.736, Synergy_Loewe=0.564, Synergy_HSA=0.0725. (3) Drug 1: CN(C)C1=NC(=NC(=N1)N(C)C)N(C)C. Drug 2: CC(C)NC(=O)C1=CC=C(C=C1)CNNC.Cl. Cell line: SF-539. Synergy scores: CSS=-5.07, Synergy_ZIP=0.966, Synergy_Bliss=-2.78, Synergy_Loewe=-5.22, Synergy_HSA=-5.38. (4) Drug 1: CC12CCC3C(C1CCC2=O)CC(=C)C4=CC(=O)C=CC34C. Drug 2: CN(C)N=NC1=C(NC=N1)C(=O)N. Cell line: 786-0. Synergy scores: CSS=51.8, Synergy_ZIP=0.708, Synergy_Bliss=-0.538, Synergy_Loewe=-32.7, Synergy_HSA=-0.178. (5) Drug 1: CCCS(=O)(=O)NC1=C(C(=C(C=C1)F)C(=O)C2=CNC3=C2C=C(C=N3)C4=CC=C(C=C4)Cl)F. Drug 2: C1CNP(=O)(OC1)N(CCCl)CCCl. Cell line: MCF7. Synergy scores: CSS=1.07, Synergy_ZIP=1.49, Synergy_Bliss=3.00, Synergy_Loewe=0.710, Synergy_HSA=1.21. (6) Drug 1: COC1=C(C=C2C(=C1)N=CN=C2NC3=CC(=C(C=C3)F)Cl)OCCCN4CCOCC4. Drug 2: CCC1=CC2CC(C3=C(CN(C2)C1)C4=CC=CC=C4N3)(C5=C(C=C6C(=C5)C78CCN9C7C(C=CC9)(C(C(C8N6C)(C(=O)OC)O)OC(=O)C)CC)OC)C(=O)OC.C(C(C(=O)O)O)(C(=O)O)O. Cell line: MOLT-4. Synergy scores: CSS=83.5, Synergy_ZIP=7.19, Synergy_Bliss=6.97, Synergy_Loewe=0.604, Synergy_HSA=9.86. (7) Drug 1: CN(CCCl)CCCl.Cl. Drug 2: CC1C(C(CC(O1)OC2CC(CC3=C2C(=C4C(=C3O)C(=O)C5=CC=CC=C5C4=O)O)(C(=O)C)O)N)O. Cell line: SK-MEL-5. Synergy scores: CSS=69.9, Synergy_ZIP=-8.55, Synergy_Bliss=-2.74, Synergy_Loewe=-0.811, Synergy_HSA=0.859. (8) Drug 1: CC(CN1CC(=O)NC(=O)C1)N2CC(=O)NC(=O)C2. Drug 2: CC1C(C(CC(O1)OC2CC(CC3=C2C(=C4C(=C3O)C(=O)C5=C(C4=O)C(=CC=C5)OC)O)(C(=O)CO)O)N)O.Cl. Cell line: HT29. Synergy scores: CSS=40.8, Synergy_ZIP=-5.59, Synergy_Bliss=-5.89, Synergy_Loewe=-3.13, Synergy_HSA=-1.56. (9) Drug 1: CC12CCC3C(C1CCC2=O)CC(=C)C4=CC(=O)C=CC34C. Drug 2: C1CCC(C(C1)N)N.C(=O)(C(=O)[O-])[O-].[Pt+4]. Cell line: SW-620. Synergy scores: CSS=47.7, Synergy_ZIP=-8.48, Synergy_Bliss=-8.76, Synergy_Loewe=-14.8, Synergy_HSA=-7.47. (10) Cell line: UACC62. Drug 1: CN1CCC(CC1)COC2=C(C=C3C(=C2)N=CN=C3NC4=C(C=C(C=C4)Br)F)OC. Synergy scores: CSS=8.56, Synergy_ZIP=-3.14, Synergy_Bliss=-1.46, Synergy_Loewe=-1.32, Synergy_HSA=-1.08. Drug 2: CN(C)N=NC1=C(NC=N1)C(=O)N.